Dataset: TCR-epitope binding with 47,182 pairs between 192 epitopes and 23,139 TCRs. Task: Binary Classification. Given a T-cell receptor sequence (or CDR3 region) and an epitope sequence, predict whether binding occurs between them. (1) The epitope is GLCTLVAML. The TCR CDR3 sequence is CASSLPGNQPQHF. Result: 0 (the TCR does not bind to the epitope). (2) The epitope is PKYVKQNTLKLAT. The TCR CDR3 sequence is CASSYEGGVESPLHF. Result: 1 (the TCR binds to the epitope). (3) The epitope is CLGGLLTMV. Result: 0 (the TCR does not bind to the epitope). The TCR CDR3 sequence is CASSEDRGLAYEQYF. (4) The epitope is KEIDRLNEV. The TCR CDR3 sequence is CASSPGLSSYNEQFF. Result: 0 (the TCR does not bind to the epitope). (5) The epitope is RLQSLQTYV. The TCR CDR3 sequence is CASSLAADYEQYF. Result: 0 (the TCR does not bind to the epitope).